This data is from Forward reaction prediction with 1.9M reactions from USPTO patents (1976-2016). The task is: Predict the product of the given reaction. (1) Given the reactants Cl.[NH2:2][C:3]1[CH:4]=[CH:5][C:6]([CH3:22])=[C:7]([NH:9][C:10]2[CH:11]=[C:12]3[C:17](=[CH:18][CH:19]=2)[N:16]=[CH:15][N:14]([CH3:20])[C:13]3=[O:21])[CH:8]=1.[F:23][C:24]1[CH:29]=[CH:28][C:27]([C:30]2[O:34][C:33]([S:35]([CH3:38])(=[O:37])=[O:36])=[N:32][C:31]=2[C:39](O)=[O:40])=[CH:26][CH:25]=1.CN(C(ON1N=NC2C=CC=NC1=2)=[N+](C)C)C.F[P-](F)(F)(F)(F)F.CCN(C(C)C)C(C)C, predict the reaction product. The product is: [F:23][C:24]1[CH:25]=[CH:26][C:27]([C:30]2[O:34][C:33]([S:35]([CH3:38])(=[O:37])=[O:36])=[N:32][C:31]=2[C:39]([NH:2][C:3]2[CH:4]=[CH:5][C:6]([CH3:22])=[C:7]([NH:9][C:10]3[CH:11]=[C:12]4[C:17](=[CH:18][CH:19]=3)[N:16]=[CH:15][N:14]([CH3:20])[C:13]4=[O:21])[CH:8]=2)=[O:40])=[CH:28][CH:29]=1. (2) Given the reactants [Cl:1][C:2]1[CH:3]=[C:4]([C@@H:8]2[C@@H:13]([C:14]3[CH:19]=[CH:18][C:17]([Cl:20])=[CH:16][CH:15]=3)[N:12]([CH:21]3[CH2:25][CH2:24][CH:23]=[CH:22]3)[C:11](=[O:26])[C@:10]([CH2:28][CH:29]3[CH2:33][O:32]C(C)(C)[O:30]3)([CH3:27])[CH2:9]2)[CH:5]=[CH:6][CH:7]=1.Cl, predict the reaction product. The product is: [Cl:1][C:2]1[CH:3]=[C:4]([C@@H:8]2[C@@H:13]([C:14]3[CH:19]=[CH:18][C:17]([Cl:20])=[CH:16][CH:15]=3)[N:12]([CH:21]3[CH2:25][CH2:24][CH:23]=[CH:22]3)[C:11](=[O:26])[C@:10]([CH2:28][CH:29]([OH:30])[CH2:33][OH:32])([CH3:27])[CH2:9]2)[CH:5]=[CH:6][CH:7]=1. (3) Given the reactants [OH:1][C:2]1[CH:9]=[CH:8][CH:7]=[CH:6][C:3]=1[CH2:4][OH:5].[C:10]1([C:16]2[CH:23]=[CH:22][C:19]([CH2:20]Cl)=[CH:18][CH:17]=2)[CH:15]=[CH:14][CH:13]=[CH:12][CH:11]=1.C(=O)([O-])[O-].[K+].[K+], predict the reaction product. The product is: [C:16]1([C:10]2[CH:11]=[CH:12][CH:13]=[CH:14][CH:15]=2)[CH:17]=[CH:18][C:19]([CH2:20][O:1][C:2]2[CH:9]=[CH:8][CH:7]=[CH:6][C:3]=2[CH2:4][OH:5])=[CH:22][CH:23]=1. (4) Given the reactants C([O-])([O-])=O.[K+].[K+].Br.Br[C:9]1[S:13][C:12]([NH2:14])=[N:11][CH:10]=1.[SH:15][CH2:16][CH2:17][C:18]([O:20][CH3:21])=[O:19], predict the reaction product. The product is: [NH2:14][C:12]1[S:13][C:9]([S:15][CH2:16][CH2:17][C:18]([O:20][CH3:21])=[O:19])=[CH:10][N:11]=1. (5) Given the reactants C([Sn](CCCC)(CCCC)[C:6]1[N:11]=[CH:10][CH:9]=[CH:8][N:7]=1)CCC.[Cl:20][C:21]1[CH:26]=[CH:25][C:24]([N:27]([C:31]2[CH:36]=[N:35][CH:34]=[C:33](Cl)[N:32]=2)[C:28](=[O:30])[OH:29])=[CH:23][CH:22]=1.[Cl-].[Li+].[C:40]1([CH3:46])[CH:45]=CC=C[CH:41]=1, predict the reaction product. The product is: [C:40]([O:29][C:28](=[O:30])[N:27]([C:24]1[CH:25]=[CH:26][C:21]([Cl:20])=[CH:22][CH:23]=1)[C:31]1[CH:36]=[N:35][CH:34]=[C:33]([C:6]2[N:7]=[CH:8][CH:9]=[CH:10][N:11]=2)[N:32]=1)([CH3:46])([CH3:45])[CH3:41]. (6) Given the reactants C([O:4][CH2:5][C:6]1[CH:22]=[C:9]2[C:10](=[O:21])[N:11]([C:14]3[CH:19]=[CH:18][C:17]([F:20])=[CH:16][CH:15]=3)[CH2:12][CH2:13][N:8]2[N:7]=1)(=O)C.[Li+].[OH-], predict the reaction product. The product is: [F:20][C:17]1[CH:18]=[CH:19][C:14]([N:11]2[CH2:12][CH2:13][N:8]3[N:7]=[C:6]([CH2:5][OH:4])[CH:22]=[C:9]3[C:10]2=[O:21])=[CH:15][CH:16]=1. (7) Given the reactants [N+:1]([C:4]1[CH:9]=[CH:8][C:7]([CH:10]2[CH2:15][CH2:14][NH:13][CH2:12][CH2:11]2)=[CH:6][CH:5]=1)([O-:3])=[O:2].C(=O)([O-])[O-].[K+].[K+].O([CH2:30][CH:31]([F:33])[F:32])S(C(F)(F)F)(=O)=O, predict the reaction product. The product is: [F:32][CH:31]([F:33])[CH2:30][N:13]1[CH2:12][CH2:11][CH:10]([C:7]2[CH:8]=[CH:9][C:4]([N+:1]([O-:3])=[O:2])=[CH:5][CH:6]=2)[CH2:15][CH2:14]1.